From a dataset of Reaction yield outcomes from USPTO patents with 853,638 reactions. Predict the reaction yield, written as a fraction of the theoretical maximum amount of product (1.0 means a 100% yield; for example, 0.34 means a 34% yield). (1) The reactants are [CH2:1]([N:3]([CH2:36][CH3:37])[CH2:4][CH2:5][CH2:6][NH:7][C:8]1[N:9]=[C:10]([C:27]2[CH:28]=[C:29]([CH:33]=[CH:34][CH:35]=2)[C:30]([OH:32])=O)[C:11]2[CH:17]=[CH:16][C:15](=[O:18])[N:14]([C:19]3[C:24]([F:25])=[CH:23][CH:22]=[CH:21][C:20]=3[F:26])[C:12]=2[N:13]=1)[CH3:2].CN(C(O[N:53]1N=[N:53][C:48]2[CH:49]=[CH:50][CH:50]=[CH:49][C:48]1=2)=[N+](C)C)C.F[P-](F)(F)(F)(F)F.C(N(CC)CC)C.C1(N)CC1. The catalyst is CN(C=O)C. The product is [CH:48]1([NH:53][C:30](=[O:32])[C:29]2[CH:33]=[CH:34][CH:35]=[C:27]([C:10]3[C:11]4[CH:17]=[CH:16][C:15](=[O:18])[N:14]([C:19]5[C:24]([F:25])=[CH:23][CH:22]=[CH:21][C:20]=5[F:26])[C:12]=4[N:13]=[C:8]([NH:7][CH2:6][CH2:5][CH2:4][N:3]([CH2:36][CH3:37])[CH2:1][CH3:2])[N:9]=3)[CH:28]=2)[CH2:50][CH2:49]1. The yield is 0.466. (2) The reactants are Br[C:2]1[CH:3]=[N:4][C:5]([N:10]2[CH2:15][CH2:14][N:13]([C:16]3[N:21]=[CH:20][C:19]([CH2:22][CH3:23])=[CH:18][N:17]=3)[CH2:12][CH2:11]2)=[C:6]([CH:9]=1)[C:7]#[N:8].C([O-])(=O)C.[K+].[B:29]1([B:29]2[O:33][C:32]([CH3:35])([CH3:34])[C:31]([CH3:37])([CH3:36])[O:30]2)[O:33][C:32]([CH3:35])([CH3:34])[C:31]([CH3:37])([CH3:36])[O:30]1. The catalyst is O1CCOCC1.C1(P(C2C=CC=CC=2)[C-]2C=CC=C2)C=CC=CC=1.[C-]1(P(C2C=CC=CC=2)C2C=CC=CC=2)C=CC=C1.[Fe+2].C1C=CC(P(C2C=CC=CC=2)[C-]2C=CC=C2)=CC=1.C1C=CC(P(C2C=CC=CC=2)[C-]2C=CC=C2)=CC=1.Cl[Pd]Cl.[Fe+2]. The product is [CH2:22]([C:19]1[CH:18]=[N:17][C:16]([N:13]2[CH2:14][CH2:15][N:10]([C:5]3[N:4]=[CH:3][C:2]([B:29]4[O:33][C:32]([CH3:35])([CH3:34])[C:31]([CH3:37])([CH3:36])[O:30]4)=[CH:9][C:6]=3[C:7]#[N:8])[CH2:11][CH2:12]2)=[N:21][CH:20]=1)[CH3:23]. The yield is 0.614. (3) The reactants are Br[C:2]1[C:7]2[N:8]=[C:9]([S:12][CH3:13])[N:10]=[CH:11][C:6]=2[C:5](=[O:14])[N:4]([C:15]2[C:20]([Cl:21])=[CH:19][CH:18]=[CH:17][C:16]=2[Cl:22])[CH:3]=1.[CH2:23]([NH:26][C:27](=[O:33])[O:28][C:29]([CH3:32])([CH3:31])[CH3:30])[C:24]#[CH:25].C(N(CC)CC)C. The catalyst is [I-].C([N+](CCCC)(CCCC)CCCC)CCC.[Cu]I.Cl[Pd](Cl)([P](C1C=CC=CC=1)(C1C=CC=CC=1)C1C=CC=CC=1)[P](C1C=CC=CC=1)(C1C=CC=CC=1)C1C=CC=CC=1.CN(C=O)C. The product is [Cl:22][C:16]1[CH:17]=[CH:18][CH:19]=[C:20]([Cl:21])[C:15]=1[N:4]1[CH:3]=[C:2]([C:25]#[C:24][CH2:23][NH:26][C:27](=[O:33])[O:28][C:29]([CH3:31])([CH3:30])[CH3:32])[C:7]2[N:8]=[C:9]([S:12][CH3:13])[N:10]=[CH:11][C:6]=2[C:5]1=[O:14]. The yield is 0.770. (4) The reactants are [OH:1][C:2]1[CH:7]=[C:6]([OH:8])[C:5]([CH:9]([CH3:11])[CH3:10])=[CH:4][C:3]=1[C:12]1[N:16]([C:17]2[CH:18]=[C:19]3[C:23](=[CH:24][CH:25]=2)[CH2:22][C:21](=O)[CH2:20]3)[C:15](S)=[N:14][N:13]=1.[CH3:28][NH:29][CH3:30].[BH-](OC(C)=O)(OC(C)=O)[O:32]C(C)=O.[Na+].O. The catalyst is C1COCC1.CC(O)=O. The product is [OH:1][C:2]1[CH:7]=[C:6]([OH:8])[C:5]([CH:9]([CH3:10])[CH3:11])=[CH:4][C:3]=1[C:12]1[N:16]([C:17]2[CH:18]=[C:19]3[C:23](=[CH:24][CH:25]=2)[CH2:22][CH:21]([N:29]([CH3:30])[CH3:28])[CH2:20]3)[C:15](=[O:32])[NH:14][N:13]=1. The yield is 0.250. (5) The reactants are [NH2:1][CH:2]1[CH2:7][CH2:6][CH2:5][CH:4]([NH:8][C:9]([C:11]2[C:19]3[C:14](=[N:15][CH:16]=[C:17]([Br:20])[N:18]=3)[NH:13][CH:12]=2)=[O:10])[CH2:3]1.[CH3:21][C:22]([O:25][C:26](O[C:26]([O:25][C:22]([CH3:24])([CH3:23])[CH3:21])=[O:27])=[O:27])([CH3:24])[CH3:23].C([O-])([O-])=O.[Na+].[Na+].O. The catalyst is C1COCC1. The product is [Br:20][C:17]1[N:18]=[C:19]2[C:11]([C:9]([NH:8][CH:4]3[CH2:5][CH2:6][CH2:7][CH:2]([NH:1][C:26](=[O:27])[O:25][C:22]([CH3:24])([CH3:23])[CH3:21])[CH2:3]3)=[O:10])=[CH:12][NH:13][C:14]2=[N:15][CH:16]=1. The yield is 0.720. (6) The reactants are [OH:1][C:2]1[C:7]2[NH:8][C:9]([C:11]3[S:12][CH:13]=[CH:14][CH:15]=3)=[N:10][C:6]=2[C:5]([C:16]([OH:18])=O)=[CH:4][CH:3]=1.[N+:19]([C:22]1[CH:31]=[CH:30][C:25]([O:26][CH2:27][CH2:28][NH2:29])=[CH:24][CH:23]=1)([O-:21])=[O:20]. No catalyst specified. The product is [OH:1][C:2]1[C:7]2[NH:8][C:9]([C:11]3[S:12][CH:13]=[CH:14][CH:15]=3)=[N:10][C:6]=2[C:5]([C:16]([NH:29][CH2:28][CH2:27][O:26][C:25]2[CH:24]=[CH:23][C:22]([N+:19]([O-:21])=[O:20])=[CH:31][CH:30]=2)=[O:18])=[CH:4][CH:3]=1. The yield is 0.570. (7) The reactants are CO[C:3]1[CH2:4][CH2:5][CH2:6][N:7]=1.[C@@H:8]1([NH2:17])[C:16]2[C:11](=[CH:12][CH:13]=[CH:14][CH:15]=2)[CH:10]=[CH:9]1. The catalyst is CO. The product is [NH3:7].[C@@H:8]1([NH:17][C:3]2[CH2:4][CH2:5][CH2:6][N:7]=2)[C:16]2[C:11](=[CH:12][CH:13]=[CH:14][CH:15]=2)[CH2:10][CH2:9]1. The yield is 0.0500. (8) The reactants are [CH3:1][C:2]([CH3:38])([CH2:28][O:29]COCC[Si](C)(C)C)[CH2:3][NH:4][C:5]([C:7]1[C:15]2[C:10](=[N:11][CH:12]=[C:13]([C:16]([F:19])([F:18])[F:17])[N:14]=2)[N:9](COCC[Si](C)(C)C)[CH:8]=1)=[O:6].Cl.C(=O)(O)[O-].[Na+]. The catalyst is CO. The product is [OH:29][CH2:28][C:2]([CH3:38])([CH3:1])[CH2:3][NH:4][C:5]([C:7]1[C:15]2[C:10](=[N:11][CH:12]=[C:13]([C:16]([F:18])([F:19])[F:17])[N:14]=2)[NH:9][CH:8]=1)=[O:6]. The yield is 0.700. (9) The reactants are O1CCCC1.[F:6][C:7]1[CH:24]=[CH:23][C:10]([O:11][C:12]2[CH:17]=[CH:16][C:15]([CH2:18][C:19](Cl)=[N:20][OH:21])=[CH:14][CH:13]=2)=[CH:9][CH:8]=1.[C:25]([C:27]1[C:28]([NH2:34])=[N:29][C:30]([NH2:33])=[CH:31][CH:32]=1)#[CH:26].C(N(CC)CC)C. The catalyst is O. The product is [F:6][C:7]1[CH:24]=[CH:23][C:10]([O:11][C:12]2[CH:17]=[CH:16][C:15]([CH2:18][C:19]3[CH:26]=[C:25]([C:27]4[C:28]([NH2:34])=[N:29][C:30]([NH2:33])=[CH:31][CH:32]=4)[O:21][N:20]=3)=[CH:14][CH:13]=2)=[CH:9][CH:8]=1. The yield is 0.337.